This data is from Reaction yield outcomes from USPTO patents with 853,638 reactions. The task is: Predict the reaction yield, written as a fraction of the theoretical maximum amount of product (1.0 means a 100% yield; for example, 0.34 means a 34% yield). (1) The reactants are [Cl:1][C:2]1[C:11]2[C:6](=[CH:7][C:8]([O:14][CH3:15])=[C:9]([O:12][CH3:13])[CH:10]=2)[N:5]=[CH:4][N:3]=1.[NH2:16][C:17]1[CH:18]=[C:19]([S:29]([NH:32][CH3:33])(=[O:31])=[O:30])[CH:20]=[CH:21][C:22]=1[O:23][CH2:24][C:25]([F:28])([F:27])[F:26]. The catalyst is CC(O)C. The product is [ClH:1].[CH3:13][O:12][C:9]1[CH:10]=[C:11]2[C:6](=[CH:7][C:8]=1[O:14][CH3:15])[N:5]=[CH:4][N:3]=[C:2]2[NH:16][C:17]1[CH:18]=[C:19]([S:29]([NH:32][CH3:33])(=[O:30])=[O:31])[CH:20]=[CH:21][C:22]=1[O:23][CH2:24][C:25]([F:27])([F:26])[F:28]. The yield is 0.700. (2) The reactants are [CH3:1][O:2][C:3](=[O:23])[C:4]1[CH:9]=[C:8]([CH:10]=[CH2:11])[C:7]([C:12]([F:15])([F:14])[F:13])=[CH:6][C:5]=1[NH:16][C:17]([O:19][CH:20]([CH3:22])[CH3:21])=[O:18].[H][H]. The catalyst is [Pd].CO. The product is [CH3:1][O:2][C:3](=[O:23])[C:4]1[CH:9]=[C:8]([CH2:10][CH3:11])[C:7]([C:12]([F:15])([F:14])[F:13])=[CH:6][C:5]=1[NH:16][C:17]([O:19][CH:20]([CH3:22])[CH3:21])=[O:18]. The yield is 0.960.